From a dataset of Full USPTO retrosynthesis dataset with 1.9M reactions from patents (1976-2016). Predict the reactants needed to synthesize the given product. (1) Given the product [CH3:19][O:20][C:21]1[C:22]([CH3:51])=[C:23]([C:42]([O:49][CH3:50])=[C:43]([O:47][CH3:48])[C:44]=1[O:45][CH3:46])[CH2:24][C:25]1[CH:33]=[CH:32][C:28]([C:29]([N:1]2[CH2:6][CH2:5][CH2:4][CH2:3][CH2:2]2)=[O:30])=[C:27]([O:34][CH2:35][C:36]2[CH:41]=[CH:40][CH:39]=[CH:38][CH:37]=2)[CH:26]=1, predict the reactants needed to synthesize it. The reactants are: [NH:1]1[CH2:6][CH2:5][CH2:4][CH2:3][CH2:2]1.Cl.C(N=C=NCCCN(C)C)C.[CH3:19][O:20][C:21]1[C:22]([CH3:51])=[C:23]([C:42]([O:49][CH3:50])=[C:43]([O:47][CH3:48])[C:44]=1[O:45][CH3:46])[CH2:24][C:25]1[CH:33]=[CH:32][C:28]([C:29](O)=[O:30])=[C:27]([O:34][CH2:35][C:36]2[CH:41]=[CH:40][CH:39]=[CH:38][CH:37]=2)[CH:26]=1. (2) The reactants are: C(O[C:4](=O)[N:5]([C:10]1[CH:15]=[CH:14][C:13]([C:16]([C:27]2[CH:32]=[CH:31][CH:30]=[CH:29][CH:28]=2)=[C:17]([CH2:20][C:21]2[CH:26]=[CH:25][CH:24]=[CH:23][CH:22]=2)[CH2:18][CH3:19])=[CH:12][CH:11]=1)CCCO)C.ICC.[H-].[Na+].[CH2:39]1[CH2:43][O:42][CH2:41][CH2:40]1. Given the product [CH2:20]([C:17]([CH2:18][CH3:19])=[C:16]([C:13]1[CH:14]=[CH:15][C:10]([NH:5][CH2:4][CH2:40][CH2:41][O:42][CH2:43][CH3:39])=[CH:11][CH:12]=1)[C:27]1[CH:32]=[CH:31][CH:30]=[CH:29][CH:28]=1)[C:21]1[CH:22]=[CH:23][CH:24]=[CH:25][CH:26]=1, predict the reactants needed to synthesize it. (3) Given the product [Br:1][C:2]1[CH:7]=[CH:6][CH:5]=[CH:4][C:3]=1[O:8][CH2:9][CH2:10][NH:19][CH2:18][C:13]1[CH:14]=[CH:15][CH:16]=[CH:17][N:12]=1, predict the reactants needed to synthesize it. The reactants are: [Br:1][C:2]1[CH:7]=[CH:6][CH:5]=[CH:4][C:3]=1[O:8][CH2:9][CH2:10]Cl.[N:12]1[CH:17]=[CH:16][CH:15]=[CH:14][C:13]=1[CH2:18][NH2:19]. (4) The reactants are: [CH3:1][O:2][CH2:3][C:4](=[O:10])[CH2:5][C:6](OC)=[O:7].[CH3:11][NH:12][CH3:13].C(O)C. Given the product [CH3:1][O:2][CH2:3][C:4](=[O:10])[CH2:5][C:6]([N:12]([CH3:13])[CH3:11])=[O:7], predict the reactants needed to synthesize it. (5) Given the product [Br:1][C:2]1[CH:3]=[N:4][C:5]2[N:6]([N:8]=[C:9]([C:11]([N:16]3[CH2:17][CH2:18][C:19]4[C:24](=[CH:23][CH:22]=[CH:21][CH:20]=4)[CH:15]3[CH3:14])=[O:13])[CH:10]=2)[CH:7]=1, predict the reactants needed to synthesize it. The reactants are: [Br:1][C:2]1[CH:3]=[N:4][C:5]2[N:6]([N:8]=[C:9]([C:11]([OH:13])=O)[CH:10]=2)[CH:7]=1.[CH3:14][CH:15]1[C:24]2[C:19](=[CH:20][CH:21]=[CH:22][CH:23]=2)[CH2:18][CH2:17][NH:16]1.C(Cl)CCl.C1C=CC2N(O)N=NC=2C=1.